From a dataset of Full USPTO retrosynthesis dataset with 1.9M reactions from patents (1976-2016). Predict the reactants needed to synthesize the given product. The reactants are: [OH:1][N:2]=[C:3](Cl)[C:4]1[C:8]([NH:9][CH2:10][CH2:11][O:12][CH3:13])=[N:7][O:6][N:5]=1.FC(F)(F)C(O)=O.[Br:22][C:23]1[CH:24]=[C:25]([CH2:28][NH2:29])[O:26][CH:27]=1.C(N(CC)CC)C. Given the product [Br:22][C:23]1[CH:24]=[C:25]([CH2:28][NH:29][C:3]([C:4]2[C:8]([NH:9][CH2:10][CH2:11][O:12][CH3:13])=[N:7][O:6][N:5]=2)=[N:2][OH:1])[O:26][CH:27]=1, predict the reactants needed to synthesize it.